This data is from Full USPTO retrosynthesis dataset with 1.9M reactions from patents (1976-2016). The task is: Predict the reactants needed to synthesize the given product. (1) Given the product [CH2:26]([O:28][C:29]([C:30]1[C:47]2[C:46](=[CH:51][CH:50]=[CH:49][CH:48]=2)[CH:45]([S:42]([C:36]2[CH:41]=[CH:40][CH:39]=[CH:38][CH:37]=2)(=[O:44])=[O:43])[CH:31]=1)=[O:35])[CH3:27], predict the reactants needed to synthesize it. The reactants are: C1(P(C2CCCCC2)C2CCCCC2)CCCCC1.CC(C)([O-])C.[Na+].[CH2:26]([O:28][C:29](=[O:35])[CH:30]=[CH:31]OCC)[CH3:27].[C:36]1([S:42]([CH2:45][C:46]2[CH:51]=[CH:50][CH:49]=[CH:48][C:47]=2Br)(=[O:44])=[O:43])[CH:41]=[CH:40][CH:39]=[CH:38][CH:37]=1.P([O-])(O)(O)=O.[K+]. (2) Given the product [CH3:17][S:13]([C:7]1[CH:6]=[CH:5][CH:4]=[C:3]([O:2][CH3:1])[CH:8]=1)(=[O:15])=[O:12], predict the reactants needed to synthesize it. The reactants are: [CH3:1][O:2][C:3]1[CH:4]=[C:5](SC)[CH:6]=[CH:7][CH:8]=1.O[O:12][S:13]([O-:15])=O.[K+].[CH3:17]C(C)=O. (3) Given the product [ClH:3].[CH3:25][O:8][C:7](=[O:9])[CH:6]([NH2:5])[CH2:10][C:11]1[CH:12]=[C:13]([C:21]([F:22])([F:23])[F:24])[CH:14]=[C:15]([C:17]([F:20])([F:19])[F:18])[CH:16]=1, predict the reactants needed to synthesize it. The reactants are: S(Cl)([Cl:3])=O.[NH2:5][CH:6]([CH2:10][C:11]1[CH:16]=[C:15]([C:17]([F:20])([F:19])[F:18])[CH:14]=[C:13]([C:21]([F:24])([F:23])[F:22])[CH:12]=1)[C:7]([OH:9])=[O:8].[CH3:25]O. (4) Given the product [CH3:1][O:2][C:3]([C:4]1[C:5]([NH:13][C:14]2[CH:15]=[CH:16][CH:17]=[CH:18][CH:19]=2)=[C:6]([F:12])[C:7]2[N:11]=[C:21]([CH3:22])[NH:10][C:8]=2[CH:9]=1)=[O:20], predict the reactants needed to synthesize it. The reactants are: [CH3:1][O:2][C:3](=[O:20])[C:4]1[CH:9]=[C:8]([NH2:10])[C:7]([NH2:11])=[C:6]([F:12])[C:5]=1[NH:13][C:14]1[CH:19]=[CH:18][CH:17]=[CH:16][CH:15]=1.[CH3:21][C:22](=O)CC(=O)C.C([O-])(O)=O.[Na+]. (5) Given the product [Br:1][C:2]1[CH:3]=[C:4]2[C:8](=[CH:9][CH:10]=1)[NH:7][C:6](=[O:11])[C:5]2=[CH:28][C:14]1[NH:15][C:16]([CH3:27])=[C:17]([CH2:18][CH2:19][CH2:20][N:21]2[CH2:22][CH2:23][O:24][CH2:25][CH2:26]2)[C:13]=1[CH3:12], predict the reactants needed to synthesize it. The reactants are: [Br:1][C:2]1[CH:3]=[C:4]2[C:8](=[CH:9][CH:10]=1)[NH:7][C:6](=[O:11])[CH2:5]2.[CH3:12][C:13]1[C:17]([CH2:18][CH2:19][CH2:20][N:21]2[CH2:26][CH2:25][O:24][CH2:23][CH2:22]2)=[C:16]([CH3:27])[NH:15][C:14]=1[CH:28]=O. (6) Given the product [CH3:18][N:14]1[CH2:15][CH2:16][N:11]([C:3]2[CH:4]=[CH:5][C:6]([N+:8]([O-:10])=[O:9])=[CH:7][C:2]=2[F:1])[CH2:12][CH:13]1[CH3:17], predict the reactants needed to synthesize it. The reactants are: [F:1][C:2]1[CH:7]=[C:6]([N+:8]([O-:10])=[O:9])[CH:5]=[CH:4][C:3]=1[N:11]1[CH2:16][CH2:15][NH:14][CH:13]([CH3:17])[CH2:12]1.[CH2:18]=O.